This data is from Reaction yield outcomes from USPTO patents with 853,638 reactions. The task is: Predict the reaction yield, written as a fraction of the theoretical maximum amount of product (1.0 means a 100% yield; for example, 0.34 means a 34% yield). (1) The reactants are [CH3:1][O:2][C:3]1[CH:8]=[CH:7][C:6]([C:9]2[C:18]([C:19]3[CH:24]=[CH:23][C:22]([O:25][CH3:26])=[CH:21][CH:20]=3)=[N:17][C:16]3[C:11](=[CH:12][CH:13]=[C:14]([S:27](O)(=[O:29])=[O:28])[CH:15]=3)[N:10]=2)=[CH:5][CH:4]=1.[NH:31]1[CH2:36][CH2:35][O:34][CH2:33][CH2:32]1. No catalyst specified. The product is [CH3:1][O:2][C:3]1[CH:4]=[CH:5][C:6]([C:9]2[C:18]([C:19]3[CH:24]=[CH:23][C:22]([O:25][CH3:26])=[CH:21][CH:20]=3)=[N:17][C:16]3[C:11](=[CH:12][CH:13]=[C:14]([S:27]([N:31]4[CH2:36][CH2:35][O:34][CH2:33][CH2:32]4)(=[O:28])=[O:29])[CH:15]=3)[N:10]=2)=[CH:7][CH:8]=1. The yield is 0.340. (2) The yield is 0.290. The reactants are [CH2:1]([C@H:5]1[CH2:9][CH2:8][N:7]([CH2:10][C:11]([O:13][CH3:14])=[O:12])[C:6]1=[O:15])[CH2:2][CH2:3][CH3:4].[Li].C[Si]([NH-])(C)C.[CH2:22](Br)[CH:23]=[CH2:24]. The product is [CH2:1]([C@H:5]1[CH2:9][CH2:8][N:7]([C@@H:10]([CH2:24][CH:23]=[CH2:22])[C:11]([O:13][CH3:14])=[O:12])[C:6]1=[O:15])[CH2:2][CH2:3][CH3:4]. The catalyst is C1COCC1. (3) The reactants are [NH2:1][C:2]1[CH:7]=[CH:6][N:5]=[CH:4][C:3]=1[S:8]([NH2:11])(=[O:10])=[O:9].[CH3:12][O:13][C:14](=[O:20])[CH2:15][C:16](OC)=O. No catalyst specified. The product is [CH3:12][O:13][C:14](=[O:20])[CH2:15][C:16]1[NH:1][C:2]2[CH:7]=[CH:6][N:5]=[CH:4][C:3]=2[S:8](=[O:10])(=[O:9])[N:11]=1. The yield is 0.370. (4) The reactants are [Br:1][C:2]1[CH:7]=[CH:6][C:5]([C@H:8]2[CH2:13][C@@H:12]([C:14]([F:17])([F:16])[F:15])[N:11]3[N:18]=[CH:19][C:20]([C:21](O)=[O:22])=[C:10]3[NH:9]2)=[CH:4][CH:3]=1.CN(C(ON1N=NC2C=CC=NC1=2)=[N+](C)C)C.F[P-](F)(F)(F)(F)F.C(N(CC)C(C)C)(C)C.[CH2:57]([NH2:67])[C:58]1[CH:66]=[CH:65][C:64]2[O:63][CH2:62][O:61][C:60]=2[CH:59]=1. No catalyst specified. The product is [O:63]1[C:64]2[CH:65]=[CH:66][C:58]([CH2:57][NH:67][C:21]([C:20]3[CH:19]=[N:18][N:11]4[C@H:12]([C:14]([F:15])([F:16])[F:17])[CH2:13][C@H:8]([C:5]5[CH:4]=[CH:3][C:2]([Br:1])=[CH:7][CH:6]=5)[NH:9][C:10]=34)=[O:22])=[CH:59][C:60]=2[O:61][CH2:62]1. The yield is 0.670. (5) The reactants are Cl[C:2]1[C:7]([N+:8]([O-:10])=[O:9])=[CH:6][CH:5]=[CH:4][N:3]=1.[NH2:11][C:12]1[CH:17]=[CH:16][CH:15]=[CH:14][CH:13]=1.C([O-])([O-])=O.[K+].[K+]. The catalyst is O1CCOCC1. The product is [N+:8]([C:7]1[CH:2]=[N:3][CH:4]=[CH:5][C:6]=1[NH:11][C:12]1[CH:17]=[CH:16][CH:15]=[CH:14][CH:13]=1)([O-:10])=[O:9]. The yield is 0.930. (6) The yield is 0.250. The reactants are Br[CH2:2][C:3]1[CH:8]=[CH:7][CH:6]=[C:5]([N+:9]([O-:11])=[O:10])[CH:4]=1.[OH:12][CH2:13][CH2:14][O:15][CH2:16][CH2:17][NH:18][C:19](=[O:25])[O:20][C:21]([CH3:24])([CH3:23])[CH3:22].[OH-].[K+].O. The catalyst is CN(C=O)C. The product is [N+:9]([C:5]1[CH:4]=[C:3]([CH:8]=[CH:7][CH:6]=1)[CH2:2][O:12][CH2:13][CH2:14][O:15][CH2:16][CH2:17][NH:18][C:19](=[O:25])[O:20][C:21]([CH3:23])([CH3:22])[CH3:24])([O-:11])=[O:10]. (7) The reactants are [CH2:1]([NH:8][CH2:9][C:10]1([OH:23])[CH2:15][CH2:14][N:13]([C:16]([O:18][C:19]([CH3:22])([CH3:21])[CH3:20])=[O:17])[CH2:12][CH2:11]1)[C:2]1[CH:7]=[CH:6][CH:5]=[CH:4][CH:3]=1.C(N(C(C)C)CC)(C)C.Br.Br[CH2:35][C:36]([C:38]1[CH:43]=[CH:42][CH:41]=[CH:40][N:39]=1)=[O:37]. The catalyst is CN(C=O)C.C(OCC)(=O)C. The product is [CH2:1]([N:8]([CH2:9][C:10]1([OH:23])[CH2:15][CH2:14][N:13]([C:16]([O:18][C:19]([CH3:20])([CH3:22])[CH3:21])=[O:17])[CH2:12][CH2:11]1)[CH2:35][C:36](=[O:37])[C:38]1[CH:43]=[CH:42][CH:41]=[CH:40][N:39]=1)[C:2]1[CH:7]=[CH:6][CH:5]=[CH:4][CH:3]=1. The yield is 0.920. (8) The reactants are Cl[C:2](=[N:10][N:11]=[C:12](Cl)[C:13]1[CH:18]=[CH:17][CH:16]=[CH:15][CH:14]=1)[C:3]1[CH:8]=[CH:7][CH:6]=[CH:5][C:4]=1[CH3:9].[CH3:20][C:21]1[CH:27]=[CH:26][CH:25]=[C:24]([CH3:28])[C:22]=1[NH2:23].CN(C)C1C=CC=CC=1.Cl. The catalyst is ClCCl. The product is [CH3:9][C:4]1[CH:5]=[CH:6][CH:7]=[CH:8][C:3]=1[C:2]1[N:23]([C:22]2[C:24]([CH3:28])=[CH:25][CH:26]=[CH:27][C:21]=2[CH3:20])[C:12]([C:13]2[CH:18]=[CH:17][CH:16]=[CH:15][CH:14]=2)=[N:11][N:10]=1. The yield is 0.310. (9) The product is [C:13]([O:17][C:18](=[O:43])[NH:19][C@H:20]1[CH2:25][CH2:24][C@H:23]([CH2:26][CH:27]2[CH2:28][C:29]3=[C:38]4[C:33](=[N:32][CH:31]=[C:30]3[O:42]2)[CH:34]=[CH:35][C:36]([O:39][CH3:40])=[N:37]4)[CH2:22][CH2:21]1)([CH3:14])([CH3:16])[CH3:15]. The yield is 0.490. The reactants are N(C(OCC)=O)=NC(OCC)=O.[C:13]([O:17][C:18](=[O:43])[NH:19][C@H:20]1[CH2:25][CH2:24][C@H:23]([CH2:26][CH:27]([OH:42])[CH2:28][C:29]2[C:38]3[C:33](=[CH:34][CH:35]=[C:36]([O:39][CH3:40])[N:37]=3)[N:32]=[CH:31][C:30]=2O)[CH2:22][CH2:21]1)([CH3:16])([CH3:15])[CH3:14].C1(P(C2C=CC=CC=2)C2C=CC=CC=2)C=CC=CC=1.C(OCC)(=O)C. The catalyst is O1CCCC1.